From a dataset of Forward reaction prediction with 1.9M reactions from USPTO patents (1976-2016). Predict the product of the given reaction. (1) The product is: [F:1][C:2]([F:7])([F:6])[C:3]([OH:5])=[O:4].[NH:12]1[CH2:13][CH2:14][C:9](=[O:8])[CH2:10][CH2:11]1. Given the reactants [F:1][C:2]([F:7])([F:6])[C:3]([OH:5])=[O:4].[O:8]=[C:9]1[CH2:14][CH2:13][N:12](C(OC(C)(C)C)=O)[CH2:11][CH2:10]1, predict the reaction product. (2) Given the reactants Cl[C:2]1[N:3]=[C:4]2[C:9](=[CH:10][CH:11]=1)[N:8]=[CH:7][C:6]([C:12](=[O:15])[CH2:13][CH3:14])=[C:5]2[NH:16][C:17]1[CH:18]=[CH:19][C:20]([N:23]2[CH2:28][CH2:27][CH2:26][C@@H:25]([NH:29][C:30](=[O:36])[O:31][C:32]([CH3:35])([CH3:34])[CH3:33])[CH2:24]2)=[N:21][CH:22]=1.[Cl:37][C:38]1[CH:43]=[C:42](B2OC(C)(C)C(C)(C)O2)[CH:41]=[C:40]([F:53])[C:39]=1[OH:54], predict the reaction product. The product is: [Cl:37][C:38]1[CH:43]=[C:42]([C:2]2[N:3]=[C:4]3[C:9](=[CH:10][CH:11]=2)[N:8]=[CH:7][C:6]([C:12](=[O:15])[CH2:13][CH3:14])=[C:5]3[NH:16][C:17]2[CH:18]=[CH:19][C:20]([N:23]3[CH2:28][CH2:27][CH2:26][C@@H:25]([NH:29][C:30](=[O:36])[O:31][C:32]([CH3:34])([CH3:33])[CH3:35])[CH2:24]3)=[N:21][CH:22]=2)[CH:41]=[C:40]([F:53])[C:39]=1[OH:54]. (3) Given the reactants [C:1]([C:3]1[CH:4]=[N:5][C:6]([O:12][C:13]2[CH:18]=[CH:17][C:16]([F:19])=[CH:15][CH:14]=2)=[C:7]([CH:11]=1)[C:8]([OH:10])=O)#[N:2].Cl.[NH2:21][CH2:22][C:23]1[CH:32]=[CH:31][C:26]([C:27]([O:29]C)=[O:28])=[CH:25][CH:24]=1, predict the reaction product. The product is: [C:1]([C:3]1[CH:11]=[C:7]([C:8]([NH:21][CH2:22][C:23]2[CH:24]=[CH:25][C:26]([C:27]([OH:29])=[O:28])=[CH:31][CH:32]=2)=[O:10])[C:6]([O:12][C:13]2[CH:18]=[CH:17][C:16]([F:19])=[CH:15][CH:14]=2)=[N:5][CH:4]=1)#[N:2]. (4) Given the reactants [Br:1][C:2]1[CH:11]=[CH:10][CH:9]=[C:8]2[C:3]=1[CH:4]=[CH:5][C:6]([O:48][CH3:49])=[C:7]2[CH2:12][N:13]1[C:19](=[O:20])[C@@H:18]([NH:21][C:22](=[O:34])[C@@H:23]([N:25](C)[C:26](=O)OC(C)(C)C)[CH3:24])[C@H:17]([CH3:35])[N:16]([C:36]([CH:38]2[CH2:43][CH2:42][O:41][CH2:40][CH2:39]2)=[O:37])[C:15]2[CH:44]=[CH:45][CH:46]=[CH:47][C:14]1=2.[ClH:50], predict the reaction product. The product is: [ClH:50].[Br:1][C:2]1[CH:11]=[CH:10][CH:9]=[C:8]2[C:3]=1[CH:4]=[CH:5][C:6]([O:48][CH3:49])=[C:7]2[CH2:12][N:13]1[C:19](=[O:20])[C@@H:18]([NH:21][C:22](=[O:34])[C@@H:23]([NH:25][CH3:26])[CH3:24])[C@H:17]([CH3:35])[N:16]([C:36]([CH:38]2[CH2:43][CH2:42][O:41][CH2:40][CH2:39]2)=[O:37])[C:15]2[CH:44]=[CH:45][CH:46]=[CH:47][C:14]1=2. (5) Given the reactants [CH3:1][NH2:2].Cl.Cl[CH2:5][C:6]1[CH:11]=[CH:10][CH:9]=[CH:8][N:7]=1, predict the reaction product. The product is: [CH3:1][NH:2][CH2:5][C:6]1[CH:11]=[CH:10][CH:9]=[CH:8][N:7]=1. (6) The product is: [CH2:1]([NH:8][C:9]1[N:17]=[CH:16][N:15]=[C:14]2[C:10]=1[N:11]=[C:12]([O:30][CH3:29])[N:13]2[C@@H:18]1[O:24][C@H:23]([CH2:25][OH:26])[C@@H:21]([OH:22])[C@H:19]1[OH:20])[C:2]1[CH:7]=[CH:6][CH:5]=[CH:4][CH:3]=1. Given the reactants [CH2:1]([NH:8][C:9]1[N:17]=[CH:16][N:15]=[C:14]2[C:10]=1[N:11]=[C:12](Br)[N:13]2[C@@H:18]1[O:24][C@H:23]([CH2:25][OH:26])[C@@H:21]([OH:22])[C@H:19]1[OH:20])[C:2]1[CH:7]=[CH:6][CH:5]=[CH:4][CH:3]=1.C[C:29](O)=[O:30], predict the reaction product. (7) Given the reactants [I:1][C:2]1[CH:3]=[N:4][N:5]([C:7]([O:9]C2C=CC=CC=2)=O)[CH:6]=1.[ClH:16].Cl.[NH2:18][C@@H:19]1[CH:24]2[CH2:25][CH2:26][N:21]([CH2:22][CH2:23]2)[CH2:20]1.CCN(C(C)C)C(C)C, predict the reaction product. The product is: [ClH:16].[N:21]12[CH2:26][CH2:25][CH:24]([CH2:23][CH2:22]1)[C@@H:19]([NH:18][C:7]([N:5]1[CH:6]=[C:2]([I:1])[CH:3]=[N:4]1)=[O:9])[CH2:20]2. (8) Given the reactants [Cl:1][C:2]1[N:11]=[CH:10][C:9]2[N:8]([CH2:12][C:13]([F:16])([F:15])[F:14])[C:7](=[O:17])[CH:6]3[CH2:18][O:19][CH2:20][CH2:21][N:5]3[C:4]=2[N:3]=1.IC.[CH3:24]C([O-])(C)C.[Na+], predict the reaction product. The product is: [Cl:1][C:2]1[N:11]=[CH:10][C:9]2[N:8]([CH2:12][C:13]([F:16])([F:15])[F:14])[C:7](=[O:17])[C:6]3([CH3:24])[CH2:18][O:19][CH2:20][CH2:21][N:5]3[C:4]=2[N:3]=1. (9) Given the reactants [CH3:1][O:2][CH2:3][CH2:4][N:5]([CH2:7][C:8]#[N:9])[CH3:6], predict the reaction product. The product is: [CH3:1][O:2][CH2:3][CH2:4][N:5]([CH3:6])[CH2:7][CH2:8][NH2:9].